This data is from Full USPTO retrosynthesis dataset with 1.9M reactions from patents (1976-2016). The task is: Predict the reactants needed to synthesize the given product. (1) The reactants are: [CH3:1][C:2]1[CH:3]=[C:4]([CH2:11][CH:12]([NH:16][C:17]([N:19]2[CH2:24][CH2:23][CH:22]([N:25]3[CH2:34][C:33]4[C:28](=[CH:29][CH:30]=[CH:31][CH:32]=4)[NH:27][C:26]3=[O:35])[CH2:21][CH2:20]2)=[O:18])[C:13](O)=[O:14])[CH:5]=[C:6]2[C:10]=1[NH:9][N:8]=[CH:7]2.[CH:36]([N:39]([CH:42]([CH3:44])[CH3:43])[CH2:40][CH3:41])([CH3:38])C.C1[CH2:49][N:48]([P+](ON2N=NC3C=CC=CC2=3)(N2CCCC2)N2CCCC2)[CH2:47]C1.F[P-](F)(F)(F)(F)F.[CH3:78]N(C)C=O.C(Cl)Cl. Given the product [N:39]1([CH:42]2[CH2:43][CH2:49][N:48]([C:13](=[O:14])[CH:12]([NH:16][C:17]([N:19]3[CH2:24][CH2:23][CH:22]([N:25]4[CH2:34][C:33]5[C:28](=[CH:29][CH:30]=[CH:31][CH:32]=5)[NH:27][C:26]4=[O:35])[CH2:21][CH2:20]3)=[O:18])[CH2:11][C:4]3[CH:5]=[C:6]4[C:10](=[C:2]([CH3:1])[CH:3]=3)[NH:9][N:8]=[CH:7]4)[CH2:47][CH2:44]2)[CH2:36][CH2:38][CH2:78][CH2:41][CH2:40]1, predict the reactants needed to synthesize it. (2) Given the product [Br:1][C:2]1[CH:19]=[CH:18][C:17]([F:20])=[CH:16][C:3]=1[O:4][C:5]1[CH:6]=[CH:7][C:8]([C:9]([OH:11])=[O:10])=[CH:14][CH:15]=1, predict the reactants needed to synthesize it. The reactants are: [Br:1][C:2]1[CH:19]=[CH:18][C:17]([F:20])=[CH:16][C:3]=1[O:4][C:5]1[CH:15]=[CH:14][C:8]([C:9]([O:11]CC)=[O:10])=[CH:7][CH:6]=1.[OH-].[Na+]. (3) Given the product [Br:1][C:2]1[CH:9]=[CH:8][C:7]([Cl:10])=[CH:6][C:3]=1[CH:4]([OH:5])[CH2:13][CH:12]=[CH2:11], predict the reactants needed to synthesize it. The reactants are: [Br:1][C:2]1[CH:9]=[CH:8][C:7]([Cl:10])=[CH:6][C:3]=1[CH:4]=[O:5].[CH2:11]([Mg]Br)[CH:12]=[CH2:13]. (4) Given the product [C:29]([Si:16]([O:11][CH2:10][C:7]1[CH:8]=[CH:9][C:4]([C:1]([CH3:3])=[CH2:2])=[C:5]([C:12]([F:13])([F:14])[F:15])[CH:6]=1)([C:23]1[CH:28]=[CH:27][CH:26]=[CH:25][CH:24]=1)[C:17]1[CH:18]=[CH:19][CH:20]=[CH:21][CH:22]=1)([CH3:32])([CH3:30])[CH3:31], predict the reactants needed to synthesize it. The reactants are: [C:1]([C:4]1[CH:9]=[CH:8][C:7]([CH2:10][OH:11])=[CH:6][C:5]=1[C:12]([F:15])([F:14])[F:13])([CH3:3])=[CH2:2].[Si:16](Cl)([C:29]([CH3:32])([CH3:31])[CH3:30])([C:23]1[CH:28]=[CH:27][CH:26]=[CH:25][CH:24]=1)[C:17]1[CH:22]=[CH:21][CH:20]=[CH:19][CH:18]=1. (5) Given the product [CH3:38][O:37][C:33]1[CH:34]=[C:35]([CH3:36])[C:30]([S:27]([N:25]([CH3:26])[CH2:24][CH2:23][O:22][CH2:21][C:20]([OH:41])=[O:19])(=[O:28])=[O:29])=[C:31]([CH3:40])[C:32]=1[CH3:39], predict the reactants needed to synthesize it. The reactants are: C([SiH](CC)CC)C.FC(F)(F)C(O)=O.C([O:19][C:20](=[O:41])[CH2:21][O:22][CH2:23][CH2:24][N:25]([S:27]([C:30]1[C:35]([CH3:36])=[CH:34][C:33]([O:37][CH3:38])=[C:32]([CH3:39])[C:31]=1[CH3:40])(=[O:29])=[O:28])[CH3:26])(C)(C)C. (6) Given the product [NH2:14][C:7]1[CH:6]=[C:5]([C:1]([CH3:4])([CH3:3])[CH3:2])[CH:13]=[CH:12][C:8]=1[C:9]([OH:11])=[O:10], predict the reactants needed to synthesize it. The reactants are: [C:1]([C:5]1[CH:13]=[CH:12][C:8]([C:9]([OH:11])=[O:10])=[C:7]([N+:14]([O-])=O)[CH:6]=1)([CH3:4])([CH3:3])[CH3:2]. (7) Given the product [CH:1]1([CH2:4][O:5][NH:6][C:7]([C:9]2[C:22]([NH:23][C:24]3[CH:29]=[CH:28][C:27]([Br:30])=[CH:26][C:25]=3[CH3:31])=[C:21]([F:32])[C:12]3[N:13]=[CH:14][N:15]([CH2:16][CH2:17][CH2:41][CH:42]([OH:45])[CH2:43][OH:37])[C:11]=3[CH:10]=2)=[O:8])[CH2:3][CH2:2]1, predict the reactants needed to synthesize it. The reactants are: [CH:1]1([CH2:4][O:5][NH:6][C:7]([C:9]2[C:22]([NH:23][C:24]3[CH:29]=[CH:28][C:27]([Br:30])=[CH:26][C:25]=3[CH3:31])=[C:21]([F:32])[C:12]3[N:13]=[CH:14][N:15]([CH2:16][CH2:17]CC=C)[C:11]=3[CH:10]=2)=[O:8])[CH2:3][CH2:2]1.C[N+]1([O-])CC[O:37]CC1.[CH3:41][C:42]([OH:45])(C)[CH3:43]. (8) Given the product [Br:8][C:6]1[CH:5]=[CH:4][N:3]=[C:2]([NH:1][C:12](=[O:11])[CH2:13][C:14](=[O:16])[CH3:15])[CH:7]=1, predict the reactants needed to synthesize it. The reactants are: [NH2:1][C:2]1[CH:7]=[C:6]([Br:8])[CH:5]=[CH:4][N:3]=1.C([O:11][C:12](=O)[CH2:13][C:14](=[O:16])[CH3:15])C. (9) Given the product [CH:1](=[C:3]1[C:7]([C:14]2[CH:15]=[C:16]([CH:22]=[CH:23][CH:24]=2)[O:17][CH2:18][C:19]([NH:37][CH2:36][CH2:35][NH:34][C:27](=[O:28])[O:29][C:30]([CH3:31])([CH3:32])[CH3:33])=[O:20])([C:8]2[CH:13]=[CH:12][CH:11]=[CH:10][CH:9]=2)[CH2:6][CH:5]([CH3:25])[N:4]1[CH3:26])[CH3:2], predict the reactants needed to synthesize it. The reactants are: [CH:1](=[C:3]1[C:7]([C:14]2[CH:15]=[C:16]([CH:22]=[CH:23][CH:24]=2)[O:17][CH2:18][C:19](O)=[O:20])([C:8]2[CH:13]=[CH:12][CH:11]=[CH:10][CH:9]=2)[CH2:6][CH:5]([CH3:25])[N:4]1[CH3:26])[CH3:2].[C:27]([NH:34][CH2:35][CH2:36][NH2:37])([O:29][C:30]([CH3:33])([CH3:32])[CH3:31])=[O:28].CN(C(ON1N=NC2C=CC=CC1=2)=[N+](C)C)C.F[P-](F)(F)(F)(F)F.C1C=CC2N(O)N=NC=2C=1.CCN(C(C)C)C(C)C. (10) The reactants are: [CH3:1][C:2]1([CH3:19])[C:10]2[C:5](=[CH:6][C:7]([N+:15]([O-:17])=[O:16])=[C:8]([NH:11]C(=O)C)[CH:9]=2)[NH:4][C:3]1=[O:18].Br[CH2:21][CH2:22][CH:23]([CH3:25])[CH3:24].C([O-])([O-])=O.[K+].[K+].C(Cl)Cl.CO. Given the product [NH2:11][C:8]1[CH:9]=[C:10]2[C:5](=[CH:6][C:7]=1[N+:15]([O-:17])=[O:16])[N:4]([CH2:21][CH2:22][CH:23]([CH3:25])[CH3:24])[C:3](=[O:18])[C:2]2([CH3:1])[CH3:19], predict the reactants needed to synthesize it.